The task is: Predict the reaction yield, written as a fraction of the theoretical maximum amount of product (1.0 means a 100% yield; for example, 0.34 means a 34% yield).. This data is from Reaction yield outcomes from USPTO patents with 853,638 reactions. (1) The reactants are [CH2:1]([CH:3]([C:6]1[C:7]2[N:8]([C:13]([C:17]3[N:21]4[CH:22]=[CH:23][CH:24]=[C:25]([CH:26]([OH:28])[CH3:27])[C:20]4=[N:19][C:18]=3[CH3:29])=[C:14]([CH3:16])[N:15]=2)[N:9]=[C:10]([CH3:12])[CH:11]=1)[CH2:4][CH3:5])[CH3:2].C[N+]1([O-])CCOCC1. The yield is 0.820. The catalyst is C(Cl)Cl.CCC[N+](CCC)(CCC)CCC.[O-][Ru](=O)(=O)=O. The product is [CH2:1]([CH:3]([C:6]1[C:7]2[N:8]([C:13]([C:17]3[N:21]4[CH:22]=[CH:23][CH:24]=[C:25]([C:26](=[O:28])[CH3:27])[C:20]4=[N:19][C:18]=3[CH3:29])=[C:14]([CH3:16])[N:15]=2)[N:9]=[C:10]([CH3:12])[CH:11]=1)[CH2:4][CH3:5])[CH3:2]. (2) The reactants are C[O:2][C:3]([C:5]1[S:6][C:7]([C:10]2[O:14][CH:13]=[N:12][CH:11]=2)=[CH:8][CH:9]=1)=[O:4].CO.[Li+].[OH-]. The catalyst is C1COCC1.O. The product is [O:14]1[C:10]([C:7]2[S:6][C:5]([C:3]([OH:4])=[O:2])=[CH:9][CH:8]=2)=[CH:11][N:12]=[CH:13]1. The yield is 0.660. (3) The reactants are Cl.[NH:2]([C:4]1[CH:5]=[C:6]([CH:10]=[CH:11][CH:12]=1)[C:7]([OH:9])=[O:8])N.[CH2:13]([CH2:20][C:21](=O)[CH3:22])[C:14]1[CH:19]=[CH:18][CH:17]=[CH:16][CH:15]=1.S(=O)(=O)(O)O.[CH2:29](O)[CH3:30]. No catalyst specified. The product is [CH2:13]([C:20]1[C:12]2[C:4](=[CH:5][C:6]([C:7]([O:9][CH2:29][CH3:30])=[O:8])=[CH:10][CH:11]=2)[NH:2][C:21]=1[CH3:22])[C:14]1[CH:19]=[CH:18][CH:17]=[CH:16][CH:15]=1. The yield is 0.250. (4) The catalyst is C1COCC1. The reactants are [CH3:1][O:2][C:3]([CH3:8])([CH3:7])[C:4]([NH2:6])=[O:5].C[Si]([N-][Si](C)(C)C)(C)C.[Li+].Cl[C:20]([O:22][C:23]([CH3:25])=[CH2:24])=[O:21]. The yield is 1.02. The product is [CH3:1][O:2][C:3]([CH3:8])([CH3:7])[C:4]([NH:6][C:20](=[O:21])[O:22][C:23]([CH3:25])=[CH2:24])=[O:5]. (5) The reactants are [CH3:1][N:2]1[CH:6]=[C:5]([C:7]2[N:16]=[CH:15][CH:14]=[C:13]3[C:8]=2[CH:9]=[C:10]([OH:17])[N:11]=[CH:12]3)[CH:4]=[N:3]1.[O:18](S(C(F)(F)F)(=O)=O)[S:19]([C:22]([F:25])([F:24])[F:23])(=O)=[O:20].C(N(CC)CC)C. The catalyst is C(Cl)Cl. The product is [F:23][C:22]([F:25])([F:24])[S:19]([O:17][C:10]1[N:11]=[CH:12][C:13]2[C:8]([CH:9]=1)=[C:7]([C:5]1[CH:4]=[N:3][N:2]([CH3:1])[CH:6]=1)[N:16]=[CH:15][CH:14]=2)(=[O:20])=[O:18]. The yield is 0.590.